From a dataset of Forward reaction prediction with 1.9M reactions from USPTO patents (1976-2016). Predict the product of the given reaction. (1) Given the reactants [C:1]([C:3]1[C:11]2[C:6](=[CH:7][CH:8]=[C:9]([CH3:12])[CH:10]=2)[NH:5][N:4]=1)#[CH:2].[N:13]([C:16]1[CH:29]=[CH:28][C:19]([C:20]([N:22]2[CH2:27][CH2:26][O:25][CH2:24][CH2:23]2)=[O:21])=[CH:18][CH:17]=1)=[N+:14]=[N-:15].Cl, predict the reaction product. The product is: [CH3:12][C:9]1[CH:10]=[C:11]2[C:6](=[CH:7][CH:8]=1)[NH:5][N:4]=[C:3]2[C:1]1[N:15]=[N:14][N:13]([C:16]2[CH:17]=[CH:18][C:19]([C:20]([N:22]3[CH2:23][CH2:24][O:25][CH2:26][CH2:27]3)=[O:21])=[CH:28][CH:29]=2)[CH:2]=1. (2) The product is: [Cl:1][C:2]1[CH:7]=[C:6]([CH3:8])[CH:5]=[C:4]([CH3:9])[C:3]=1[CH:10]([C:15]([OH:17])=[O:16])[C:11]([OH:13])=[O:12]. Given the reactants [Cl:1][C:2]1[CH:7]=[C:6]([CH3:8])[CH:5]=[C:4]([CH3:9])[C:3]=1[CH:10]([C:15]([O:17]C)=[O:16])[C:11]([O:13]C)=[O:12].CO.[OH-].[K+], predict the reaction product.